Dataset: Full USPTO retrosynthesis dataset with 1.9M reactions from patents (1976-2016). Task: Predict the reactants needed to synthesize the given product. Given the product [CH:13]([CH:2]1[CH:9]2[CH2:10][CH:5]3[CH2:6][CH:7]([CH2:11][C:3]1([CH:7]=[CH:11][C:3]1[CH:4]=[CH:5][CH:10]=[CH:9][CH:2]=1)[CH2:4]3)[CH2:8]2)=[CH:14][C:15]1[CH:20]=[CH:19][CH:18]=[CH:17][CH:16]=1, predict the reactants needed to synthesize it. The reactants are: Br[CH:2]1[CH:9]2[CH2:10][CH:5]3[CH2:6][CH:7]([CH2:11][C:3]1(Br)[CH2:4]3)[CH2:8]2.[CH2:13]=[CH:14][C:15]1[CH:20]=[CH:19][CH:18]=[CH:17][CH:16]=1.